Dataset: Reaction yield outcomes from USPTO patents with 853,638 reactions. Task: Predict the reaction yield, written as a fraction of the theoretical maximum amount of product (1.0 means a 100% yield; for example, 0.34 means a 34% yield). (1) The reactants are C(O[C:9]1[C:28]([CH3:29])=[C:27]([CH3:30])[C:26]([O:31]CC2C=CC=CC=2)=[C:25]([CH3:39])[C:10]=1[O:11][C:12]1[CH:13]=[C:14]([CH:19]=[CH:20][C:21]=1[N+:22]([O-])=O)[C:15]([O:17][CH3:18])=[O:16])C1C=CC=CC=1.C(OC(C)=O)(C)C. The catalyst is CC(O)=O. The product is [CH3:29][C:28]1[C:9]2[C:10]([O:11][C:12]3[C:21]([N:22]=2)=[CH:20][CH:19]=[C:14]([C:15]([O:17][CH3:18])=[O:16])[CH:13]=3)=[C:25]([CH3:39])[C:26](=[O:31])[C:27]=1[CH3:30]. The yield is 0.670. (2) The reactants are [CH3:1][C:2]1[C:7]([N+:8]([O-])=O)=[CH:6][CH:5]=[C:4]([C:11]([S:14]([CH3:17])(=[O:16])=[O:15])([CH3:13])[CH3:12])[N:3]=1. The catalyst is C(O)(=O)C.[Zn]. The product is [CH3:1][C:2]1[C:7]([NH2:8])=[CH:6][CH:5]=[C:4]([C:11]([S:14]([CH3:17])(=[O:16])=[O:15])([CH3:13])[CH3:12])[N:3]=1. The yield is 0.590. (3) The reactants are [CH3:1][C:2]1([CH3:22])[O:6][C@H:5]([CH2:7][O:8][C:9]2[CH:14]=[C:13]([C:15]([F:18])([F:17])[F:16])[CH:12]=[C:11]([N+:19]([O-])=O)[CH:10]=2)[CH2:4][O:3]1. The catalyst is CCOC(C)=O.[Pd]. The product is [CH3:1][C:2]1([CH3:22])[O:6][C@H:5]([CH2:7][O:8][C:9]2[CH:10]=[C:11]([CH:12]=[C:13]([C:15]([F:18])([F:16])[F:17])[CH:14]=2)[NH2:19])[CH2:4][O:3]1. The yield is 1.00. (4) The reactants are [O:1]1[CH2:5][CH2:4][CH2:3][CH2:2]1.[F:6][C:7]1[CH:24]=[CH:23][CH:22]=[CH:21][C:8]=1[O:9][C:10]1[CH:15]=[CH:14][C:13]([CH2:16]C(Cl)=NO)=CC=1.C([C:27]1[C:28]([NH2:33])=[N:29][CH:30]=[CH:31][CH:32]=1)#C.[CH2:34]([N:36](CC)CC)C. The catalyst is O. The product is [F:6][C:7]1[CH:24]=[CH:23][CH:22]=[CH:21][C:8]=1[O:9][C:10]1[CH:15]=[CH:14][CH:13]=[CH:16][C:2]=1[CH2:3][C:4]1[CH:34]=[N:36][O:1][C:5]=1[C:27]1[C:28]([NH2:33])=[N:29][CH:30]=[CH:31][CH:32]=1. The yield is 0.373. (5) The reactants are Br[C:2]1[CH:3]=[C:4]([CH:8]([C:23]2([OH:29])[CH2:28][CH2:27][CH2:26][CH2:25][CH2:24]2)[CH2:9][N:10]2[CH2:15][CH2:14][N:13]([C:16]([O:18][C:19]([CH3:22])([CH3:21])[CH3:20])=[O:17])[CH2:12][CH2:11]2)[CH:5]=[CH:6][CH:7]=1.[CH3:30][N:31](C)C=O. The catalyst is [C-]#N.[Zn+2].[C-]#N.C1C=CC(/C=C/C(/C=C/C2C=CC=CC=2)=O)=CC=1.C1C=CC(/C=C/C(/C=C/C2C=CC=CC=2)=O)=CC=1.C1C=CC(/C=C/C(/C=C/C2C=CC=CC=2)=O)=CC=1.[Pd].[Pd].C1(P(C2C=CC=CC=2)[C-]2C=CC=C2)C=CC=CC=1.[C-]1(P(C2C=CC=CC=2)C2C=CC=CC=2)C=CC=C1.[Fe+2].[Zn]. The product is [C:30]([C:2]1[CH:3]=[C:4]([CH:8]([C:23]2([OH:29])[CH2:24][CH2:25][CH2:26][CH2:27][CH2:28]2)[CH2:9][N:10]2[CH2:15][CH2:14][N:13]([C:16]([O:18][C:19]([CH3:20])([CH3:22])[CH3:21])=[O:17])[CH2:12][CH2:11]2)[CH:5]=[CH:6][CH:7]=1)#[N:31]. The yield is 0.840. (6) The reactants are O1CCC[CH2:2]1.[OH:6][C:7]1[C:8]([CH:17]2[C:25]3[C:20](=[CH:21][CH:22]=[CH:23][CH:24]=3)[NH:19][C:18]2=[O:26])=[CH:9][C:10]2[O:15][CH2:14][CH2:13][O:12][C:11]=2[CH:16]=1.C(=O)([O-])[O-].[Cs+].[Cs+].ClCI. The catalyst is CN(C)C=O. The product is [NH:19]1[C:20]2[C:25](=[CH:24][CH:23]=[CH:22][CH:21]=2)[C:17]2([C:8]3[C:7](=[CH:16][C:11]4[O:12][CH2:13][CH2:14][O:15][C:10]=4[CH:9]=3)[O:6][CH2:2]2)[C:18]1=[O:26]. The yield is 0.630. (7) The reactants are Br[C:2]1[CH:3]=[CH:4][C:5]([O:8][CH2:9][C:10]2[C:11]([C:16]3[CH:21]=[CH:20][C:19]([F:22])=[CH:18][CH:17]=3)=[N:12][O:13][C:14]=2[CH3:15])=[N:6][CH:7]=1.C([Li])CCC.[O:28]1[CH2:31][C:30](=[O:32])[CH2:29]1.CO. The catalyst is C1COCC1. The product is [F:22][C:19]1[CH:20]=[CH:21][C:16]([C:11]2[C:10]([CH2:9][O:8][C:5]3[N:6]=[CH:7][C:2]([C:30]4([OH:32])[CH2:31][O:28][CH2:29]4)=[CH:3][CH:4]=3)=[C:14]([CH3:15])[O:13][N:12]=2)=[CH:17][CH:18]=1. The yield is 0.300. (8) The reactants are [Cl:1][C:2]1[CH:10]=[C:9]2[C:5]([CH:6]=[CH:7][NH:8]2)=[CH:4][CH:3]=1.[F:11][C:12]([F:23])([F:22])[C:13](O[C:13](=[O:14])[C:12]([F:23])([F:22])[F:11])=[O:14]. The catalyst is CN(C=O)C. The product is [Cl:1][C:2]1[CH:10]=[C:9]2[C:5]([C:6]([C:13](=[O:14])[C:12]([F:23])([F:22])[F:11])=[CH:7][NH:8]2)=[CH:4][CH:3]=1. The yield is 0.800.